This data is from Forward reaction prediction with 1.9M reactions from USPTO patents (1976-2016). The task is: Predict the product of the given reaction. Given the reactants CN(C)[CH2:3][C:4]#[C:5][C:6]1[CH:7]=[C:8]([C@@H:12]2[C@@H:16]([C:17]3[CH:22]=[CH:21][CH:20]=[C:19]([F:23])[CH:18]=3)[O:15][C:14](=[O:24])[NH:13]2)[CH:9]=[N:10][CH:11]=1.BrC1C=C([C@@H]2[C@@H](C3C=CC=C(F)C=3)OC(=O)N2)C=NC=1.C(C1[CH2:51][C:50]([O:54][CH3:55])([O:52][CH3:53])[CH2:49]1)#C, predict the reaction product. The product is: [CH3:53][O:52][C:50]1([O:54][CH3:55])[CH2:51][CH:3]([C:4]#[C:5][C:6]2[CH:7]=[C:8]([C@@H:12]3[C@@H:16]([C:17]4[CH:22]=[CH:21][CH:20]=[C:19]([F:23])[CH:18]=4)[O:15][C:14](=[O:24])[NH:13]3)[CH:9]=[N:10][CH:11]=2)[CH2:49]1.